From a dataset of Full USPTO retrosynthesis dataset with 1.9M reactions from patents (1976-2016). Predict the reactants needed to synthesize the given product. (1) Given the product [Br:1][C:2]1[N:7]=[C:6]([CH:8]=[CH:9][C:10]([N:15]([O:16][CH3:17])[CH3:14])=[O:12])[CH:5]=[CH:4][CH:3]=1, predict the reactants needed to synthesize it. The reactants are: [Br:1][C:2]1[N:7]=[C:6]([CH:8]=[CH:9][C:10]([OH:12])=O)[CH:5]=[CH:4][CH:3]=1.Cl.[CH3:14][NH:15][O:16][CH3:17].C1C=CC2N(O)N=NC=2C=1.CCN=C=NCCCN(C)C.C(N(CC)CC)C. (2) Given the product [CH3:23][C:20]([NH:4][C:3]1[CH:5]=[CH:6][CH:7]=[CH:8][C:2]=1[C:1]([O:10][CH3:11])=[O:9])([CH3:24])[C:21]#[CH:22], predict the reactants needed to synthesize it. The reactants are: [C:1]([O:10][CH3:11])(=[O:9])[C:2]1[C:3](=[CH:5][CH:6]=[CH:7][CH:8]=1)[NH2:4].C(N(CC)CC)C.Cl[C:20]([CH3:24])([CH3:23])[C:21]#[CH:22]. (3) Given the product [O:25]1[C:29]2[CH:30]=[CH:31][CH:32]=[CH:33][C:28]=2[CH:27]=[C:26]1[CH:34]([OH:38])[CH2:35][N:36]([CH2:20][C:18]1[S:17][C:13]2[N:14]([CH3:16])[CH:15]=[C:10]([C:8]([NH:7][CH2:6][C:5]3[CH:23]=[CH:24][C:2]([Cl:1])=[CH:3][CH:4]=3)=[O:9])[C:11](=[O:22])[C:12]=2[CH:19]=1)[CH3:37], predict the reactants needed to synthesize it. The reactants are: [Cl:1][C:2]1[CH:24]=[CH:23][C:5]([CH2:6][NH:7][C:8]([C:10]2[C:11](=[O:22])[C:12]3[CH:19]=[C:18]([CH2:20]Cl)[S:17][C:13]=3[N:14]([CH3:16])[CH:15]=2)=[O:9])=[CH:4][CH:3]=1.[O:25]1[C:29]2[CH:30]=[CH:31][CH:32]=[CH:33][C:28]=2[CH:27]=[C:26]1[CH:34]([OH:38])[CH2:35][NH:36][CH3:37].C(N(CC)C(C)C)(C)C.CN(C)C=O.